From a dataset of Full USPTO retrosynthesis dataset with 1.9M reactions from patents (1976-2016). Predict the reactants needed to synthesize the given product. (1) Given the product [ClH:23].[N:1]12[CH2:6][CH2:5][CH:4]([CH2:7][CH2:8]1)[CH:3]([NH:9][C:10]1[CH:15]=[CH:14][C:13]([NH:16][C:17]3[CH:22]=[CH:21][CH:20]=[CH:19][CH:18]=3)=[CH:12][CH:11]=1)[CH2:2]2, predict the reactants needed to synthesize it. The reactants are: [N:1]12[CH2:8][CH2:7][CH:4]([CH2:5][CH2:6]1)[CH:3]([NH:9][C:10]1[CH:15]=[CH:14][C:13]([NH:16][C:17]3[CH:22]=[CH:21][CH:20]=[CH:19][CH:18]=3)=[CH:12][CH:11]=1)[CH2:2]2.[ClH:23]. (2) The reactants are: [CH2:1]([C:3]1[NH:8][C:7](=O)[CH:6]=[C:5]([C:10]2[CH:15]=[CH:14][C:13]([C:16]([F:19])([F:18])[F:17])=[CH:12][CH:11]=2)[CH:4]=1)[CH3:2].P(Cl)(Cl)([Cl:22])=O. Given the product [Cl:22][C:7]1[CH:6]=[C:5]([C:10]2[CH:15]=[CH:14][C:13]([C:16]([F:19])([F:18])[F:17])=[CH:12][CH:11]=2)[CH:4]=[C:3]([CH2:1][CH3:2])[N:8]=1, predict the reactants needed to synthesize it. (3) Given the product [CH3:4][C:3]1[C:2]2[C:1](=[N:15][CH:14]=[CH:19][CH:18]=2)[NH:29][N:28]=1, predict the reactants needed to synthesize it. The reactants are: [CH2:1]([Li])[CH2:2][CH2:3][CH3:4].C(NC(C)C)(C)C.F[C:14]1[CH:19]=[CH:18]C=C[N:15]=1.CON(C)C(=O)C.O.[NH2:28][NH2:29]. (4) Given the product [CH2:17]([C:16]1([C:18]2[CH:23]=[CH:22][CH:21]=[CH:20][CH:19]=2)[CH:15]=[C:14]([C:24]2[CH:25]=[CH:26][CH:27]=[CH:28][CH:29]=2)[C:32]2[CH2:33][CH2:34][CH2:35][C:30](=[O:37])[C:31]=2[O:36]1)[C:12]([C:6]1[CH:11]=[CH:10][CH:9]=[CH:8][CH:7]=1)=[O:13], predict the reactants needed to synthesize it. The reactants are: F[B-](F)(F)F.[C:6]1([C:12]2[CH:17]=[C:16]([C:18]3[CH:23]=[CH:22][CH:21]=[CH:20][CH:19]=3)[CH:15]=[C:14]([C:24]3[CH:29]=[CH:28][CH:27]=[CH:26][CH:25]=3)[O+:13]=2)[CH:11]=[CH:10][CH:9]=[CH:8][CH:7]=1.[C:30]1(=[O:37])[CH2:35][CH2:34][CH2:33][CH2:32][C:31]1=[O:36].C(O)(=O)C.C(N(CC)CC)C. (5) Given the product [CH3:21][C:19]1[NH:18][N:17]=[C:16]([NH:15][C:13]2[N:14]=[C:9]([NH:8][C:4]3[CH:3]=[C:2]([NH:1][C:59](=[O:61])[C:50]4[CH:51]=[CH:52][CH:53]=[CH:54][CH:55]=4)[CH:7]=[CH:6][CH:5]=3)[CH:10]=[N:11][CH:12]=2)[CH:20]=1, predict the reactants needed to synthesize it. The reactants are: [NH2:1][C:2]1[CH:3]=[C:4]([NH:8][C:9]2[N:14]=[C:13]([NH:15][C:16]3[CH:20]=[C:19]([CH3:21])[N:18](C(OC(C)(C)C)=O)[N:17]=3)[CH:12]=[N:11][CH:10]=2)[CH:5]=[CH:6][CH:7]=1.CC1N(C(OC(C)(C)C)=O)N=C(NC2C=NC=C(N[C:50]3[CH:55]=[CH:54][CH:53]=[C:52]([N+]([O-])=O)[CH:51]=3)N=2)C=1.[CH2:59]([OH:61])C. (6) Given the product [CH3:20][C:19]([CH3:22])([CH3:21])[C:18]([O:17][CH2:16][N:3]1[C:11]2[C:6](=[CH:7][CH:8]=[CH:9][CH:10]=2)[C:5]([C:12]([OH:14])=[O:13])=[CH:4]1)=[O:23], predict the reactants needed to synthesize it. The reactants are: [H-].[Na+].[NH:3]1[C:11]2[C:6](=[CH:7][CH:8]=[CH:9][CH:10]=2)[C:5]([C:12]([OH:14])=[O:13])=[CH:4]1.Cl[CH2:16][O:17][C:18](=[O:23])[C:19]([CH3:22])([CH3:21])[CH3:20].O. (7) The reactants are: [Na].[CH3:2][N:3]([CH3:7])[CH2:4][CH2:5][OH:6].Cl[C:9]1[CH:18]=[C:17]([NH:19][C:20]2[C:25]([Cl:26])=[CH:24][N:23]=[CH:22][C:21]=2[Cl:27])[C:16]2[C:11](=[C:12]([O:30][CH:31]3[CH2:35][CH2:34][CH2:33][CH2:32]3)[C:13]([O:28][CH3:29])=[CH:14][CH:15]=2)[N:10]=1. Given the product [CH:31]1([O:30][C:12]2[C:13]([O:28][CH3:29])=[CH:14][CH:15]=[C:16]3[C:11]=2[N:10]=[C:9]([O:6][CH2:5][CH2:4][N:3]([CH3:7])[CH3:2])[CH:18]=[C:17]3[NH:19][C:20]2[C:25]([Cl:26])=[CH:24][N:23]=[CH:22][C:21]=2[Cl:27])[CH2:32][CH2:33][CH2:34][CH2:35]1, predict the reactants needed to synthesize it.